The task is: Predict the reactants needed to synthesize the given product.. This data is from Full USPTO retrosynthesis dataset with 1.9M reactions from patents (1976-2016). Given the product [CH2:2]1[C:10]2[C:5](=[CH:6][CH:7]=[CH:8][CH:9]=2)[CH2:4][CH:3]1[NH:11][C:12]1[N:13]=[CH:14][C:15]2[CH2:21][N:20]([C:22](=[O:39])[CH2:23][NH:24][CH2:32][CH2:33][C:34]3[N:35]=[N:36][NH:37][CH:38]=3)[CH2:19][CH2:18][C:16]=2[N:17]=1, predict the reactants needed to synthesize it. The reactants are: Cl.[CH2:2]1[C:10]2[C:5](=[CH:6][CH:7]=[CH:8][CH:9]=2)[CH2:4][CH:3]1[NH:11][C:12]1[N:13]=[CH:14][C:15]2[CH2:21][N:20]([C:22](=[O:39])[CH2:23][N:24]([CH2:32][CH2:33][C:34]3[N:35]=[N:36][NH:37][CH:38]=3)C(=O)OC(C)(C)C)[CH2:19][CH2:18][C:16]=2[N:17]=1.